Dataset: Forward reaction prediction with 1.9M reactions from USPTO patents (1976-2016). Task: Predict the product of the given reaction. (1) Given the reactants [CH2:1]([O:8][C:9]([NH:11][C@H:12]1[CH2:16][CH2:15][N:14]([C@H:17]2[CH2:22][CH2:21][C@@H:20]([N:23]([CH:25]([CH3:27])[CH3:26])[CH3:24])[CH2:19][C@H:18]2[C:28]([O:30]CC)=[O:29])[C:13]1=[O:33])=[O:10])[C:2]1[CH:7]=[CH:6][CH:5]=[CH:4][CH:3]=1, predict the reaction product. The product is: [CH2:1]([O:8][C:9]([NH:11][C@H:12]1[CH2:16][CH2:15][N:14]([C@H:17]2[CH2:22][CH2:21][C@@H:20]([N:23]([CH:25]([CH3:27])[CH3:26])[CH3:24])[CH2:19][C@H:18]2[C:28]([OH:30])=[O:29])[C:13]1=[O:33])=[O:10])[C:2]1[CH:7]=[CH:6][CH:5]=[CH:4][CH:3]=1. (2) Given the reactants C(Cl)(=O)C(Cl)=O.CS(C)=O.[Cl:11][C:12]1[C:20]2[C:16](=[CH:17][N:18]([CH3:21])[N:19]=2)[C:15]([CH2:22][OH:23])=[CH:14][CH:13]=1.C(N(CC)CC)C.[Cl-].[NH4+], predict the reaction product. The product is: [Cl:11][C:12]1[C:20]2[C:16](=[CH:17][N:18]([CH3:21])[N:19]=2)[C:15]([CH:22]=[O:23])=[CH:14][CH:13]=1.